From a dataset of Full USPTO retrosynthesis dataset with 1.9M reactions from patents (1976-2016). Predict the reactants needed to synthesize the given product. (1) Given the product [CH2:12]([C:2]1[C:7]([O:8][CH2:9][O:10][CH3:11])=[CH:6][CH:5]=[CH:4][N:3]=1)[C:13]1[CH:18]=[CH:17][CH:16]=[CH:15][CH:14]=1, predict the reactants needed to synthesize it. The reactants are: Br[C:2]1[C:7]([O:8][CH2:9][O:10][CH3:11])=[CH:6][CH:5]=[CH:4][N:3]=1.[CH2:12]([Mg]Br)[C:13]1[CH:18]=[CH:17][CH:16]=[CH:15][CH:14]=1.C(Br)C1C=CC=CC=1.[Mg].[Cl-].[NH4+]. (2) Given the product [O:41]1[CH2:42][CH2:43][O:44][CH:40]1[CH2:39][CH2:38][CH2:37][N:7]1[C:15]2[C:10](=[CH:11][CH:12]=[CH:13][CH:14]=2)[C:9]([CH:16]2[CH2:21][CH2:20][N:19]([CH2:22][CH2:23][O:24][C:25]3[CH:33]=[CH:32][CH:31]=[CH:30][C:26]=3[C:27]([OH:29])=[O:28])[CH2:18][CH2:17]2)=[CH:8]1, predict the reactants needed to synthesize it. The reactants are: O1CCOC1C[N:7]1[C:15]2[C:10](=[CH:11][CH:12]=[CH:13][CH:14]=2)[C:9]([CH:16]2[CH2:21][CH2:20][N:19]([CH2:22][CH2:23][O:24][C:25]3[CH:33]=[CH:32][CH:31]=[CH:30][C:26]=3[C:27]([OH:29])=[O:28])[CH2:18][CH2:17]2)=[CH:8]1.[H-].[Na+].Cl[CH2:37][CH2:38][CH2:39][CH:40]1[O:44][CH2:43][CH2:42][O:41]1.[OH-].[Na+].